From a dataset of Forward reaction prediction with 1.9M reactions from USPTO patents (1976-2016). Predict the product of the given reaction. (1) Given the reactants Cl.CN(C)CCCN=C=NCC.[Br:13][C:14]1[CH:22]=[C:18]([C:19]([OH:21])=O)[C:17]([OH:23])=[CH:16][CH:15]=1.[F:24][C:25]([F:39])([F:38])[C:26]1[CH:27]=[C:28]([CH:31]=[C:32]([C:34]([F:37])([F:36])[F:35])[CH:33]=1)[CH2:29][NH2:30].Cl, predict the reaction product. The product is: [F:24][C:25]([F:38])([F:39])[C:26]1[CH:27]=[C:28]([CH2:29][NH:30][C:19](=[O:21])[C:18]2[CH:22]=[C:14]([Br:13])[CH:15]=[CH:16][C:17]=2[OH:23])[CH:31]=[C:32]([C:34]([F:35])([F:36])[F:37])[CH:33]=1. (2) The product is: [F:1][C:2]1[CH:8]=[CH:7][C:5]([NH:6][S:19]([CH3:18])(=[O:21])=[O:20])=[CH:4][C:3]=1[N+:9]([O-:11])=[O:10]. Given the reactants [F:1][C:2]1[CH:8]=[CH:7][C:5]([NH2:6])=[CH:4][C:3]=1[N+:9]([O-:11])=[O:10].N1C=CC=CC=1.[CH3:18][S:19](Cl)(=[O:21])=[O:20], predict the reaction product. (3) Given the reactants [OH:1][C:2]1[C:10]([OH:11])=[CH:9][CH:8]=[CH:7][C:3]=1[C:4]([OH:6])=[O:5].S(Cl)(Cl)=O.[CH3:16]O, predict the reaction product. The product is: [CH3:16][O:5][C:4](=[O:6])[C:3]1[CH:7]=[CH:8][CH:9]=[C:10]([OH:11])[C:2]=1[OH:1]. (4) The product is: [CH3:1][C:2]1[C:6]([C:7]2[CH:8]=[C:9]([C:17](=[O:19])[CH:22]([CH3:24])[CH3:23])[C:10]3[NH:14][C:13](=[O:15])[NH:12][C:11]=3[CH:16]=2)=[C:5]([CH3:21])[O:4][N:3]=1. Given the reactants [CH3:1][C:2]1[C:6]([C:7]2[CH:8]=[C:9]([C:17]([O:19]C)=O)[C:10]3[NH:14][C:13](=[O:15])[NH:12][C:11]=3[CH:16]=2)=[C:5]([CH3:21])[O:4][N:3]=1.[CH:22]([Mg]Br)([CH3:24])[CH3:23], predict the reaction product. (5) Given the reactants [ClH:1].Cl.[CH3:3][N:4]1[C:8]([CH3:9])=[C:7]([C@H:10]([NH2:12])[CH3:11])[CH:6]=[N:5]1.C(C1C=NN(C[C:23]([O:25][CH3:26])=[O:24])C=1C)(=O)C, predict the reaction product. The product is: [ClH:1].[ClH:1].[NH2:12][CH:10]([C:7]1[CH:6]=[N:5][N:4]([CH2:3][C:23]([O:25][CH3:26])=[O:24])[C:8]=1[CH3:9])[CH3:11].